This data is from Forward reaction prediction with 1.9M reactions from USPTO patents (1976-2016). The task is: Predict the product of the given reaction. (1) Given the reactants [C:1]([CH2:3][O:4][C:5]1[CH:10]=[CH:9][C:8]([C:11]2[N:15]3[CH:16]=[C:17]([C:20]([O-:22])=[O:21])[N:18]=[CH:19][C:14]3=[N:13][CH:12]=2)=[CH:7][CH:6]=1)#[N:2].[BH4-].[Na+].[CH3:25]CO, predict the reaction product. The product is: [NH2:2][CH2:1][CH2:3][O:4][C:5]1[CH:6]=[CH:7][C:8]([C:11]2[N:15]3[CH:16]=[C:17]([C:20]([O:22][CH3:25])=[O:21])[N:18]=[CH:19][C:14]3=[N:13][CH:12]=2)=[CH:9][CH:10]=1. (2) The product is: [C:1]([CH:5]1[CH2:10][CH2:11][C:12](=[O:13])[CH2:6]1)([CH3:2])([CH3:3])[CH3:4]. Given the reactants [C:1]([CH:5]([CH2:10][CH2:11][CH2:12][OH:13])[CH2:6]C(O)=O)([CH3:4])([CH3:3])[CH3:2].CC([O-])=O.[Na+].C(OC(=O)C)(=O)C, predict the reaction product. (3) Given the reactants [C:1]1([CH3:13])[CH:6]=[CH:5][C:4]([C:7]2[CH:12]=[CH:11][CH:10]=[CH:9][N:8]=2)=[CH:3][CH:2]=1.[Br:14]N1C(=O)CCC1=O, predict the reaction product. The product is: [Br:14][CH2:13][C:1]1[CH:6]=[CH:5][C:4]([C:7]2[CH:12]=[CH:11][CH:10]=[CH:9][N:8]=2)=[CH:3][CH:2]=1. (4) Given the reactants [OH:1][C:2]([C:4]([F:7])([F:6])[F:5])=[O:3].[F:8][C:9]1[CH:10]=[C:11]([NH:36][C:37]([C:39]2[C:40](=[O:52])[N:41]([C:45]3[CH:50]=[CH:49][C:48]([F:51])=[CH:47][CH:46]=3)[CH:42]=[CH:43][CH:44]=2)=[O:38])[CH:12]=[CH:13][C:14]=1[O:15][C:16]1[C:25]2[C:20](=[CH:21][C:22]([O:28][CH2:29][CH:30]3[CH2:35][CH2:34][NH:33][CH2:32][CH2:31]3)=[C:23]([O:26][CH3:27])[CH:24]=2)[N:19]=[CH:18][CH:17]=1.C=O, predict the reaction product. The product is: [F:8][C:9]1[CH:10]=[C:11]([NH:36][C:37]([C:39]2[C:40](=[O:52])[N:41]([C:45]3[CH:46]=[CH:47][C:48]([F:51])=[CH:49][CH:50]=3)[CH:42]=[CH:43][CH:44]=2)=[O:38])[CH:12]=[CH:13][C:14]=1[O:15][C:16]1[C:25]2[C:20](=[CH:21][C:22]([O:28][CH2:29][CH:30]3[CH2:35][CH2:34][N:33]([CH3:2])[CH2:32][CH2:31]3)=[C:23]([O:26][CH3:27])[CH:24]=2)[N:19]=[CH:18][CH:17]=1.[C:2]([OH:3])([C:4]([F:7])([F:6])[F:5])=[O:1].